Dataset: Reaction yield outcomes from USPTO patents with 853,638 reactions. Task: Predict the reaction yield, written as a fraction of the theoretical maximum amount of product (1.0 means a 100% yield; for example, 0.34 means a 34% yield). (1) The reactants are [O:1]1[CH2:6][CH2:5][CH2:4][CH2:3][CH:2]1[N:7]1[C:15]2[C:10](=[CH:11][C:12](B3OC(C)(C)C(C)(C)O3)=[CH:13][CH:14]=2)[C:9]([C:25]2[N:30]=[C:29]([O:31][C@@H:32]3[CH2:37][CH2:36][CH2:35][N:34]([C:38]([O:40][C:41]([CH3:44])([CH3:43])[CH3:42])=[O:39])[CH2:33]3)[CH:28]=[N:27][CH:26]=2)=[N:8]1.Br[C:46]1[CH:51]=[N:50][CH:49]=[C:48]([CH:52]2[CH2:54][CH2:53]2)[N:47]=1.C([O-])([O-])=O.[Na+].[Na+]. The catalyst is O1CCOCC1.C1C=CC([P]([Pd]([P](C2C=CC=CC=2)(C2C=CC=CC=2)C2C=CC=CC=2)([P](C2C=CC=CC=2)(C2C=CC=CC=2)C2C=CC=CC=2)[P](C2C=CC=CC=2)(C2C=CC=CC=2)C2C=CC=CC=2)(C2C=CC=CC=2)C2C=CC=CC=2)=CC=1. The product is [CH:52]1([C:48]2[N:47]=[C:46]([C:12]3[CH:11]=[C:10]4[C:15](=[CH:14][CH:13]=3)[N:7]([CH:2]3[CH2:3][CH2:4][CH2:5][CH2:6][O:1]3)[N:8]=[C:9]4[C:25]3[N:30]=[C:29]([O:31][C@@H:32]4[CH2:37][CH2:36][CH2:35][N:34]([C:38]([O:40][C:41]([CH3:44])([CH3:43])[CH3:42])=[O:39])[CH2:33]4)[CH:28]=[N:27][CH:26]=3)[CH:51]=[N:50][CH:49]=2)[CH2:54][CH2:53]1. The yield is 0.700. (2) The reactants are [N+:1]([CH2:3][C:4](OC)=[O:5])#[C-:2].[NH:8]1[CH2:13][CH2:12][O:11][CH2:10][CH2:9]1. No catalyst specified. The product is [N+:1]([CH2:3][C:4]([N:8]1[CH2:13][CH2:12][O:11][CH2:10][CH2:9]1)=[O:5])#[C-:2]. The yield is 0.580.